From a dataset of Reaction yield outcomes from USPTO patents with 853,638 reactions. Predict the reaction yield, written as a fraction of the theoretical maximum amount of product (1.0 means a 100% yield; for example, 0.34 means a 34% yield). (1) The product is [CH2:1]([O:5][C:6]1[C:15]2[C:10](=[CH:11][CH:12]=[C:13]([F:16])[CH:14]=2)[C:9](=[O:17])[N:8]([CH2:18][C:19]([CH3:22])([CH3:21])[CH3:20])[C:7]=1[CH2:23][NH:24][C:51](=[O:52])[O:53][C:54]([CH3:55])([CH3:56])[CH3:57])[CH2:2][CH2:3][CH3:4]. The yield is 0.839. The catalyst is C(O)C.O. The reactants are [CH2:1]([O:5][C:6]1[C:15]2[C:10](=[CH:11][CH:12]=[C:13]([F:16])[CH:14]=2)[C:9](=[O:17])[N:8]([CH2:18][C:19]([CH3:22])([CH3:21])[CH3:20])[C:7]=1[CH2:23][N:24]1C(=O)C2C(=CC=CC=2)C1=O)[CH2:2][CH2:3][CH3:4].O.NN.C(=O)([O-])O.[Na+].[C:51](O[C:51]([O:53][C:54]([CH3:57])([CH3:56])[CH3:55])=[O:52])([O:53][C:54]([CH3:57])([CH3:56])[CH3:55])=[O:52]. (2) The reactants are [CH3:1][S:2]([N:5]1[CH2:10][CH2:9][CH2:8][CH2:7][CH:6]1[C:11](OCC)=[O:12])(=[O:4])=[O:3].[H-].[Al+3].[Li+].[H-].[H-].[H-]. The catalyst is O1CCCC1. The product is [CH3:1][S:2]([N:5]1[CH2:10][CH2:9][CH2:8][CH2:7][CH:6]1[CH2:11][OH:12])(=[O:4])=[O:3]. The yield is 0.870. (3) The reactants are Br[CH:2]([C:4]1[O:5][C:6](=[O:20])[C:7]2[C:12]([C:13]=1[C:14]1[CH:19]=[CH:18][CH:17]=[CH:16][CH:15]=1)=[CH:11][CH:10]=[CH:9][CH:8]=2)[CH3:3].[NH:21]1[C:25]2=[N:26][CH:27]=[N:28][C:29]([NH2:30])=[C:24]2[CH:23]=[N:22]1.C([O-])([O-])=O.[K+].[K+]. The catalyst is CN(C=O)C. The product is [NH2:30][C:29]1[N:28]=[CH:27][N:26]=[C:25]2[N:21]([CH:2]([C:4]3[O:5][C:6](=[O:20])[C:7]4[C:12]([C:13]=3[C:14]3[CH:19]=[CH:18][CH:17]=[CH:16][CH:15]=3)=[CH:11][CH:10]=[CH:9][CH:8]=4)[CH3:3])[N:22]=[CH:23][C:24]=12. The yield is 0.340. (4) The reactants are [CH:1]([N:4]1[CH2:9][CH2:8][CH:7]([O:10][C:11]2[CH:19]=[CH:18][C:17]3[N:16]4[C@H:20]([CH3:25])[CH2:21][NH:22][C:23](=[O:24])[C:15]4=[CH:14][C:13]=3[CH:12]=2)[CH2:6][CH2:5]1)([CH3:3])[CH3:2].[H-].[Na+].Br[CH2:29][CH2:30][O:31][Si:32]([C:35]([CH3:38])([CH3:37])[CH3:36])([CH3:34])[CH3:33]. No catalyst specified. The product is [C:35]([Si:32]([CH3:34])([CH3:33])[O:31][CH2:30][CH2:29][N:22]1[CH2:21][C@@H:20]([CH3:25])[N:16]2[C:17]3[CH:18]=[CH:19][C:11]([O:10][CH:7]4[CH2:8][CH2:9][N:4]([CH:1]([CH3:3])[CH3:2])[CH2:5][CH2:6]4)=[CH:12][C:13]=3[CH:14]=[C:15]2[C:23]1=[O:24])([CH3:38])([CH3:37])[CH3:36]. The yield is 5.00. (5) The reactants are [O:1]1[CH2:6][CH2:5][N:4]([C:7]2[CH:12]=[CH:11][C:10]([NH:13][CH:14]=[C:15]3[C:23]4[C:18](=[CH:19][CH:20]=[CH:21][CH:22]=4)[NH:17][C:16]3=[O:24])=[CH:9][CH:8]=2)[CH2:3][CH2:2]1.[CH2:25]=O.[NH:27]1[CH2:32][CH2:31][O:30][CH2:29][CH2:28]1. The catalyst is CCO. The product is [N:27]1([CH2:25][N:17]2[C:18]3[C:23](=[CH:22][CH:21]=[CH:20][CH:19]=3)[C:15](=[CH:14][NH:13][C:10]3[CH:11]=[CH:12][C:7]([N:4]4[CH2:5][CH2:6][O:1][CH2:2][CH2:3]4)=[CH:8][CH:9]=3)[C:16]2=[O:24])[CH2:32][CH2:31][O:30][CH2:29][CH2:28]1. The yield is 0.830. (6) The reactants are [F:1][CH2:2][C:3]1[N:8]=[C:7]([C:9]#[C:10][CH2:11][CH2:12][NH2:13])[CH:6]=[CH:5][CH:4]=1.[Cl:14][C:15]1[CH:23]=[CH:22][CH:21]=[C:20]([Cl:24])[C:16]=1[C:17](Cl)=[O:18]. No catalyst specified. The product is [Cl:14][C:15]1[CH:23]=[CH:22][CH:21]=[C:20]([Cl:24])[C:16]=1[C:17]([NH:13][CH2:12][CH2:11][C:10]#[C:9][C:7]1[CH:6]=[CH:5][CH:4]=[C:3]([CH2:2][F:1])[N:8]=1)=[O:18]. The yield is 0.270.